Dataset: Reaction yield outcomes from USPTO patents with 853,638 reactions. Task: Predict the reaction yield, written as a fraction of the theoretical maximum amount of product (1.0 means a 100% yield; for example, 0.34 means a 34% yield). (1) The reactants are [Cl:1][C:2]1[CH:10]=[CH:9][C:8](B2OC(C)(C)C(C)(C)O2)=[CH:7][C:3]=1[C:4]([NH2:6])=[O:5].Br[C:21]1[N:26]=[C:25]([NH:27][C:28]2[CH:32]=[C:31]([CH:33]3[CH2:35][CH2:34]3)[NH:30][N:29]=2)[C:24]([C:36]#[C:37][Si](C)(C)C)=[CH:23][N:22]=1.C1(C2NN=C(NC3C(C#C)=CN=C(C4C=C(S(N)(=O)=O)C=CC=4)N=3)C=2)CC1. The catalyst is [Pd]. The product is [Cl:1][C:2]1[CH:10]=[CH:9][C:8]([C:21]2[N:26]=[C:25]([NH:27][C:28]3[NH:29][N:30]=[C:31]([CH:33]4[CH2:35][CH2:34]4)[CH:32]=3)[C:24]([C:36]#[CH:37])=[CH:23][N:22]=2)=[CH:7][C:3]=1[C:4]([NH2:6])=[O:5]. The yield is 0.130. (2) The reactants are [NH:1]1[CH2:5][CH2:4][C@H:3]([OH:6])[CH2:2]1.C(N(CC)CC)C.C(Cl)Cl.[C:17](Cl)(=[O:20])[CH2:18][CH3:19]. The catalyst is C(OCC)C.CO. The product is [OH:6][C@H:3]1[CH2:4][CH2:5][N:1]([C:17](=[O:20])[CH2:18][CH3:19])[CH2:2]1. The yield is 0.950. (3) The reactants are [C:1]([O:20][C:21]([C:34]1[CH:39]=[CH:38][CH:37]=[CH:36][CH:35]=1)([C:28]1[CH:33]=[CH:32][CH:31]=[CH:30][CH:29]=1)[C:22]1[CH:27]=[CH:26][CH:25]=[CH:24][CH:23]=1)(C1C=CC=CC=1)(C1C=CC=CC=1)C1C=CC=CC=1.[H-].[Na+].Br[CH2:43][CH2:44][CH2:45][CH2:46][CH2:47][CH2:48][CH2:49][CH2:50][CH2:51][CH3:52].[OH2:53].[CH2:54]([O:56][CH2:57][CH3:58])[CH3:55]. The catalyst is O1CCCC1. The product is [CH2:54]([O:56][CH2:57][CH:58]([O:53][CH2:24][CH2:23][CH2:22][CH2:21][CH2:28][CH2:29][CH2:30][CH2:31][CH2:32][CH3:33])[CH2:1][O:20][C:21]([C:28]1[CH:33]=[CH:32][CH:31]=[CH:30][CH:29]=1)([C:34]1[CH:35]=[CH:36][CH:37]=[CH:38][CH:39]=1)[C:22]1[CH:23]=[CH:24][CH:25]=[CH:26][CH:27]=1)[CH2:55][CH2:43][CH2:44][CH2:45][CH2:46][CH2:47][CH2:48][CH2:49][CH2:50][CH2:51][CH3:52]. The yield is 0.520. (4) The reactants are [F:1][C:2]1[CH:3]=[C:4]([C:14]2[NH:23][C:22](=[O:24])[C:21]3[C:16](=[CH:17][C:18]([O:27][CH3:28])=[C:19]([O:25]C)[CH:20]=3)[N:15]=2)[CH:5]=[CH:6][C:7]=1[C:8]1[CH:13]=[CH:12][CH:11]=[CH:10][CH:9]=1.N[C@H](C(O)=O)CCSC. The catalyst is CS(O)(=O)=O. The product is [F:1][C:2]1[CH:3]=[C:4]([C:14]2[NH:23][C:22](=[O:24])[C:21]3[C:16](=[CH:17][C:18]([O:27][CH3:28])=[C:19]([OH:25])[CH:20]=3)[N:15]=2)[CH:5]=[CH:6][C:7]=1[C:8]1[CH:9]=[CH:10][CH:11]=[CH:12][CH:13]=1. The yield is 0.870.